Dataset: Forward reaction prediction with 1.9M reactions from USPTO patents (1976-2016). Task: Predict the product of the given reaction. (1) Given the reactants Br[CH2:2][CH2:3][CH2:4][O:5][C:6]1[CH:21]=[CH:20][C:9]([C:10]([O:12][CH2:13][C:14]2[CH:19]=[CH:18][CH:17]=[CH:16][CH:15]=2)=[O:11])=[CH:8][CH:7]=1.[NH:22]1[CH2:27][CH2:26][O:25][CH2:24][CH2:23]1, predict the reaction product. The product is: [N:22]1([CH2:2][CH2:3][CH2:4][O:5][C:6]2[CH:21]=[CH:20][C:9]([C:10]([O:12][CH2:13][C:14]3[CH:19]=[CH:18][CH:17]=[CH:16][CH:15]=3)=[O:11])=[CH:8][CH:7]=2)[CH2:27][CH2:26][O:25][CH2:24][CH2:23]1. (2) Given the reactants Cl[C:2]1[CH:3]=[CH:4][C:5]2[N:6]([C:8]([CH2:15][N:16]3[CH2:20][CH:19]([CH2:21][CH2:22][CH3:23])[CH2:18][C:17]3=[O:24])=[C:9]([C:11]([F:14])([F:13])[F:12])[N:10]=2)[N:7]=1.[CH3:25][S-:26].[Na+].O.C(OCC)(=O)C, predict the reaction product. The product is: [CH3:25][S:26][C:2]1[CH:3]=[CH:4][C:5]2[N:6]([C:8]([CH2:15][N:16]3[CH2:20][CH:19]([CH2:21][CH2:22][CH3:23])[CH2:18][C:17]3=[O:24])=[C:9]([C:11]([F:14])([F:13])[F:12])[N:10]=2)[N:7]=1. (3) Given the reactants [CH:1]([C:3]1[O:7][C:6]([C:8]([OH:10])=O)=[CH:5][CH:4]=1)=[O:2].C(N1C=CN=C1)(N1C=CN=C1)=O.[CH3:23][O:24][CH2:25][CH2:26][NH2:27].Cl, predict the reaction product. The product is: [CH3:23][O:24][CH2:25][CH2:26][NH:27][C:8]([C:6]1[O:7][C:3]([CH:1]=[O:2])=[CH:4][CH:5]=1)=[O:10]. (4) Given the reactants [CH2:1]([C:8]1[CH:9]=[N:10][C:11]2[C:16]([C:17]=1[C:18]1[CH:19]=[C:20]([NH2:24])[CH:21]=[CH:22][CH:23]=1)=[CH:15][CH:14]=[CH:13][C:12]=2[C:25]([F:28])([F:27])[F:26])[C:2]1[CH:7]=[CH:6][CH:5]=[CH:4][CH:3]=1.[OH:29][C:30]1[CH:37]=[CH:36][C:35]([O:38][CH3:39])=[CH:34][C:31]=1[CH:32]=O, predict the reaction product. The product is: [CH2:1]([C:8]1[CH:9]=[N:10][C:11]2[C:16]([C:17]=1[C:18]1[CH:19]=[C:20]([NH:24][CH2:32][C:31]3[CH:34]=[C:35]([O:38][CH3:39])[CH:36]=[CH:37][C:30]=3[OH:29])[CH:21]=[CH:22][CH:23]=1)=[CH:15][CH:14]=[CH:13][C:12]=2[C:25]([F:28])([F:26])[F:27])[C:2]1[CH:3]=[CH:4][CH:5]=[CH:6][CH:7]=1. (5) Given the reactants Cl.[NH2:2][C@@H:3]1[CH2:5][C@H:4]1[C:6]1[CH:7]=[C:8]([CH:13]=[CH:14][CH:15]=1)[C:9]([O:11][CH3:12])=[O:10].C(=O)([O-])O.[Na+].[O:21]1[CH2:26][CH2:25][CH:24]([CH:27]=O)[CH2:23][CH2:22]1.[BH4-].[Na+].[C:31](O[C:31]([O:33][C:34]([CH3:37])([CH3:36])[CH3:35])=[O:32])([O:33][C:34]([CH3:37])([CH3:36])[CH3:35])=[O:32], predict the reaction product. The product is: [C:34]([O:33][C:31]([N:2]([CH2:27][CH:24]1[CH2:23][CH2:22][O:21][CH2:26][CH2:25]1)[C@@H:3]1[CH2:5][C@H:4]1[C:6]1[CH:7]=[C:8]([CH:13]=[CH:14][CH:15]=1)[C:9]([O:11][CH3:12])=[O:10])=[O:32])([CH3:37])([CH3:36])[CH3:35]. (6) Given the reactants [S:1]1[CH:5]=[CH:4][CH:3]=[C:2]1[CH2:6][CH2:7][NH:8][CH2:9][C:10]1[CH:11]=[C:12]2[C:16](=[CH:17][CH:18]=1)[N:15]([CH2:19][C:20]1[CH:28]=[CH:27][C:23]([C:24]([NH2:26])=[O:25])=[CH:22][CH:21]=1)[CH:14]=[CH:13]2.C(O)(=O)C.C([BH3-])#N.[Na+].[OH-].[Na+], predict the reaction product. The product is: [S:1]1[CH:5]=[CH:4][CH:3]=[C:2]1[CH2:6][CH2:7][NH:8][CH2:9][C:10]1[CH:11]=[C:12]2[C:16](=[CH:17][CH:18]=1)[N:15]([CH2:19][C:20]1[CH:21]=[CH:22][C:23]([C:24]([NH2:26])=[O:25])=[CH:27][CH:28]=1)[CH2:14][CH2:13]2. (7) Given the reactants I[C:2]1[C:7]([CH:8]([O:13][C:14]([CH3:17])([CH3:16])[CH3:15])[C:9]([O:11][CH3:12])=[O:10])=[C:6]([CH3:18])[N:5]=[C:4]2[S:19][C:20]3[CH2:25][CH2:24][CH2:23][CH2:22][C:21]=3[C:3]=12.C(=O)([O-])[O-].[K+].[K+].[O:32]1[C:43]2[C:44]3[C:39]([C:40](B(O)O)=[CH:41][CH:42]=2)=[N:38][CH:37]=[CH:36][C:35]=3[CH2:34][CH2:33]1.C(OCC)(=O)C, predict the reaction product. The product is: [CH3:18][C:6]1[N:5]=[C:4]2[S:19][C:20]3[CH2:25][CH2:24][CH2:23][CH2:22][C:21]=3[C:3]2=[C:2]([C:40]2[C:39]3[C:44]4=[C:35]([CH2:34][CH2:33][O:32][C:43]4=[CH:42][CH:41]=2)[CH:36]=[CH:37][N:38]=3)[C:7]=1[CH:8]([O:13][C:14]([CH3:17])([CH3:16])[CH3:15])[C:9]([O:11][CH3:12])=[O:10]. (8) The product is: [NH2:40][C:26]1[N:27]=[C:28]([C:30]2[CH:39]=[C:38]3[C:33]([CH2:34][CH2:35][N:36]([C:12]([NH:9][C:8]4[CH:10]=[CH:11][C:5]([O:4][CH:1]([CH3:3])[CH3:2])=[CH:6][CH:7]=4)=[O:13])[CH2:37]3)=[CH:32][CH:31]=2)[CH:29]=[C:24]([N:21]2[CH2:20][CH2:19][N:18]([CH3:17])[CH2:23][CH2:22]2)[N:25]=1. Given the reactants [CH:1]([O:4][C:5]1[CH:11]=[CH:10][C:8]([NH2:9])=[CH:7][CH:6]=1)([CH3:3])[CH3:2].[C:12](Cl)(Cl)=[O:13].Cl.[CH3:17][N:18]1[CH2:23][CH2:22][N:21]([C:24]2[CH:29]=[C:28]([C:30]3[CH:39]=[C:38]4[C:33]([CH2:34][CH2:35][NH:36][CH2:37]4)=[CH:32][CH:31]=3)[N:27]=[C:26]([NH2:40])[N:25]=2)[CH2:20][CH2:19]1, predict the reaction product.